From a dataset of Cav3 T-type calcium channel HTS with 100,875 compounds. Binary Classification. Given a drug SMILES string, predict its activity (active/inactive) in a high-throughput screening assay against a specified biological target. (1) The drug is S(c1n(CC(=O)N(C(C)C)C(C)C)c2c(n1)cccc2)CC(OCC)=O. The result is 0 (inactive). (2) The compound is Brc1cc2c3nnc(SCC=C)nc3OC=Nc2cc1. The result is 0 (inactive). (3) The drug is S=c1n(C2CCN(CC2)C(OCC)=O)c(=O)c2c([nH]1)cc(OC)c(OC)c2. The result is 0 (inactive). (4) The compound is S(c1n(c(nn1)Cc1sccc1)CC=C)C\C=C\c1ccccc1. The result is 0 (inactive). (5) The drug is O(C(=O)C1CCN(CC1)C(=O)/C=C\c1ccc(OC)cc1)C. The result is 0 (inactive). (6) The drug is Clc1c(CS(=O)(=O)c2oc(nn2)C(NC(OC(C)(C)C)=O)C(C)C)c(F)ccc1. The result is 0 (inactive). (7) The compound is S(c1n(CCC)c(nn1)c1c(occ1)C)CC(=O)Nc1nonc1C. The result is 0 (inactive).